Dataset: Forward reaction prediction with 1.9M reactions from USPTO patents (1976-2016). Task: Predict the product of the given reaction. (1) Given the reactants [C:1]([O:5][C:6]([N:8]1[C:12]2=[N:13][CH:14]=[C:15]([OH:17])[CH:16]=[C:11]2[CH:10]=[C:9]1[C:18]([N:20]1[CH2:25][CH2:24][C:23]([F:27])([F:26])[CH2:22][CH2:21]1)=[O:19])=[O:7])([CH3:4])([CH3:3])[CH3:2].C(=O)([O-])[O-].[K+].[K+].Br[CH2:35][CH2:36][CH2:37][Cl:38], predict the reaction product. The product is: [C:1]([O:5][C:6]([N:8]1[C:12]2=[N:13][CH:14]=[C:15]([O:17][CH2:35][CH2:36][CH2:37][Cl:38])[CH:16]=[C:11]2[CH:10]=[C:9]1[C:18]([N:20]1[CH2:25][CH2:24][C:23]([F:27])([F:26])[CH2:22][CH2:21]1)=[O:19])=[O:7])([CH3:4])([CH3:2])[CH3:3]. (2) Given the reactants [Br:1][C:2]1[CH:3]=[CH:4][C:5](/[N:8]=[CH:9]/N(C)C)=[N:6][CH:7]=1.Cl[CH2:14][C:15](=[O:17])[CH3:16].C([O-])(O)=O.[Na+], predict the reaction product. The product is: [Br:1][C:2]1[CH:3]=[CH:4][C:5]2[N:6]([C:14]([C:15](=[O:17])[CH3:16])=[CH:9][N:8]=2)[CH:7]=1. (3) Given the reactants [Cl:1][C:2]1[CH:10]=[CH:9][C:5]([C:6](Cl)=[O:7])=[CH:4][N:3]=1.C(N(CC)CC)C.[C:18]1([CH2:24][NH2:25])[CH:23]=[CH:22][CH:21]=[CH:20][CH:19]=1, predict the reaction product. The product is: [CH2:24]([NH:25][C:6](=[O:7])[C:5]1[CH:9]=[CH:10][C:2]([Cl:1])=[N:3][CH:4]=1)[C:18]1[CH:23]=[CH:22][CH:21]=[CH:20][CH:19]=1. (4) Given the reactants [F:1][C:2]([F:10])([F:9])[C:3]([F:8])([F:7])[CH2:4][CH2:5]I.[OH-].[K+].C1C=CC(C(C2C=CC=CC=2)=[N:20][CH2:21][C:22]#[N:23])=CC=1, predict the reaction product. The product is: [NH2:23][CH:22]([CH2:5][CH2:4][C:3]([F:8])([F:7])[C:2]([F:10])([F:9])[F:1])[C:21]#[N:20]. (5) The product is: [OH:18][C:13]1[C:14]2[C:15](=[CH:19][CH:20]=[CH:21][CH:22]=2)[C:16](=[O:17])[N:11]([C:8]2[CH:9]=[CH:10][C:5]([CH:2]([CH3:4])[CH3:3])=[CH:6][CH:7]=2)[N:12]=1. Given the reactants Cl.[CH:2]([C:5]1[CH:10]=[CH:9][C:8]([NH:11][NH2:12])=[CH:7][CH:6]=1)([CH3:4])[CH3:3].[C:13]1(=O)[O:18][C:16](=[O:17])[C:15]2=[CH:19][CH:20]=[CH:21][CH:22]=[C:14]12.O.C([O-])(O)=O.[Na+], predict the reaction product.